This data is from Full USPTO retrosynthesis dataset with 1.9M reactions from patents (1976-2016). The task is: Predict the reactants needed to synthesize the given product. (1) Given the product [CH:30]([C:32]1[O:1][N:2]=[C:3]([N:5]2[CH2:10][CH2:9][CH:8]([C:11]3[CH:12]=[CH:13][C:14]([CH2:17][O:18][C:19]4[CH:20]=[CH:21][C:22]([S:25]([CH3:28])(=[O:27])=[O:26])=[CH:23][CH:24]=4)=[N:15][CH:16]=3)[CH2:7][CH2:6]2)[N:4]=1)([CH3:31])[CH3:29], predict the reactants needed to synthesize it. The reactants are: [OH:1][NH:2][C:3]([N:5]1[CH2:10][CH2:9][CH:8]([C:11]2[CH:12]=[CH:13][C:14]([CH2:17][O:18][C:19]3[CH:24]=[CH:23][C:22]([S:25]([CH3:28])(=[O:27])=[O:26])=[CH:21][CH:20]=3)=[N:15][CH:16]=2)[CH2:7][CH2:6]1)=[NH:4].[C:29](O)(=O)[CH:30]([CH3:32])[CH3:31].O.ON1C2C=CC=CC=2N=N1.C(N(CC)C(C)C)(C)C.Cl.CN(C)CCCN=C=NCC.C(=O)([O-])O.[Na+]. (2) Given the product [CH3:17][NH:18][C:14](=[O:16])[CH2:13][C:10]1[CH:11]=[CH:12][N:8]([C:5]2[CH:4]=[CH:3][C:2]([F:1])=[CH:7][N:6]=2)[N:9]=1, predict the reactants needed to synthesize it. The reactants are: [F:1][C:2]1[CH:3]=[CH:4][C:5]([N:8]2[CH:12]=[CH:11][C:10]([CH2:13][C:14]([OH:16])=O)=[N:9]2)=[N:6][CH:7]=1.[CH3:17][NH2:18]. (3) Given the product [CH3:40][CH:38]1[O:39][CH:34]([CH3:33])[CH2:35][N:36]([CH2:22][C:24]2[CH:32]=[CH:31][C:27]([C:28]([OH:30])=[O:29])=[CH:26][CH:25]=2)[CH2:37]1.[F:41][C:42]([F:47])([F:46])[C:43]([OH:45])=[O:44], predict the reactants needed to synthesize it. The reactants are: C(OC)(OC)OC.C(O[BH-](OC(=O)C)OC(=O)C)(=O)C.[Na+].[CH:22]([C:24]1[CH:32]=[CH:31][C:27]([C:28]([OH:30])=[O:29])=[CH:26][CH:25]=1)=O.[CH3:33][CH:34]1[O:39][CH:38]([CH3:40])[CH2:37][NH:36][CH2:35]1.[F:41][C:42]([F:47])([F:46])[C:43]([OH:45])=[O:44].